This data is from Full USPTO retrosynthesis dataset with 1.9M reactions from patents (1976-2016). The task is: Predict the reactants needed to synthesize the given product. (1) Given the product [CH3:27][S:28]([O:17][CH2:16][CH2:15][N:12]1[CH2:13][CH2:14][C@H:9]([N:8]([CH2:1][C:2]2[CH:3]=[CH:4][CH:5]=[CH:6][CH:7]=2)[CH2:20][C:21]2[CH:22]=[CH:23][CH:24]=[CH:25][CH:26]=2)[C@H:10]([O:18][CH3:19])[CH2:11]1)(=[O:30])=[O:29], predict the reactants needed to synthesize it. The reactants are: [CH2:1]([N:8]([CH2:20][C:21]1[CH:26]=[CH:25][CH:24]=[CH:23][CH:22]=1)[C@H:9]1[CH2:14][CH2:13][N:12]([CH2:15][CH2:16][OH:17])[CH2:11][C@H:10]1[O:18][CH3:19])[C:2]1[CH:7]=[CH:6][CH:5]=[CH:4][CH:3]=1.[CH3:27][S:28](Cl)(=[O:30])=[O:29].C(N(CC)CC)C.FC1C=C2C(C=CC(=O)N2CCN2CCC(NCC3C=CC4OCC(=O)NC=4N=3)CC2)=CC=1. (2) Given the product [CH2:1]([O:8][C:9]1[CH:14]=[C:13]([N:15]([CH2:20][CH2:21][CH2:22][CH3:23])[CH2:16][CH2:17][CH2:18][CH3:19])[CH:12]=[CH:11][C:10]=1[CH:24]=[CH:25][C:26]1[S:30][C:29]([CH:31]=[CH:40][C:39]2[C:38]([CH3:41])([CH3:42])[O:37][C:36](=[C:43]([C:44]#[N:45])[C:46]#[N:47])[C:35]=2[C:33]#[N:34])=[CH:28][CH:27]=1)[C:2]1[CH:3]=[CH:4][CH:5]=[CH:6][CH:7]=1, predict the reactants needed to synthesize it. The reactants are: [CH2:1]([O:8][C:9]1[CH:14]=[C:13]([N:15]([CH2:20][CH2:21][CH2:22][CH3:23])[CH2:16][CH2:17][CH2:18][CH3:19])[CH:12]=[CH:11][C:10]=1[CH:24]=[CH:25][C:26]1[S:30][C:29]([CH:31]=O)=[CH:28][CH:27]=1)[C:2]1[CH:7]=[CH:6][CH:5]=[CH:4][CH:3]=1.[C:33]([C:35]1[C:36](=[C:43]([C:46]#[N:47])[C:44]#[N:45])[O:37][C:38]([CH3:42])([CH3:41])[C:39]=1[CH3:40])#[N:34].C([O-])(=O)C.[NH4+]. (3) Given the product [Cl:16][C:17]1[S:18][C:19]([Cl:25])=[CH:20][C:21]=1[CH:22]([NH:15][CH2:14][CH2:13][CH2:12][NH:11][C:2]1[CH:3]=[CH:4][C:5]2[C:10](=[CH:9][CH:8]=[CH:7][CH:6]=2)[N:1]=1)[CH3:23], predict the reactants needed to synthesize it. The reactants are: [N:1]1[C:10]2[C:5](=[CH:6][CH:7]=[CH:8][CH:9]=2)[CH:4]=[CH:3][C:2]=1[NH:11][CH2:12][CH2:13][CH2:14][NH2:15].[Cl:16][C:17]1[S:18][C:19]([Cl:25])=[CH:20][C:21]=1[C:22](=O)[CH3:23].